Dataset: Acute oral toxicity (LD50) regression data from Zhu et al.. Task: Regression/Classification. Given a drug SMILES string, predict its toxicity properties. Task type varies by dataset: regression for continuous values (e.g., LD50, hERG inhibition percentage) or binary classification for toxic/non-toxic outcomes (e.g., AMES mutagenicity, cardiotoxicity, hepatotoxicity). Dataset: ld50_zhu. (1) The compound is CCOP(=S)(OCC)OP(=S)(OCC)OCC. The rat oral LD50 is 4.81, given as -log10 of the dose in mol/kg body weight (higher means more acutely toxic). (2) The molecule is CCOCC(Cl)C(OCC)OCC. The rat oral LD50 is 2.20, given as -log10 of the dose in mol/kg body weight (higher means more acutely toxic). (3) The drug is C=COCCOCC1CO1. The rat oral LD50 is 1.77, given as -log10 of the dose in mol/kg body weight (higher means more acutely toxic).